From a dataset of Forward reaction prediction with 1.9M reactions from USPTO patents (1976-2016). Predict the product of the given reaction. (1) Given the reactants C([O:3][C:4]([CH:6]1[CH2:11][CH2:10][N:9]([CH2:12][CH2:13][O:14][CH3:15])[CH2:8][CH2:7]1)=O)C.[H-].C([Al+]CC(C)C)C(C)C, predict the reaction product. The product is: [CH3:15][O:14][CH2:13][CH2:12][N:9]1[CH2:10][CH2:11][CH:6]([CH:4]=[O:3])[CH2:7][CH2:8]1. (2) Given the reactants Br[C:2]1[S:6][C:5]([S:7]([NH:10][C:11]2[CH:16]=[C:15]([N:17]3[CH2:22][C@H:21]([CH3:23])[NH:20][C@H:19]([CH3:24])[CH2:18]3)[CH:14]=[CH:13][C:12]=2[O:25][CH3:26])(=[O:9])=[O:8])=[CH:4][CH:3]=1.[CH3:27][O:28][CH2:29][C:30]1[CH:31]=[C:32](B(O)O)[CH:33]=[CH:34][CH:35]=1.CC(C)([O-])C.[K+], predict the reaction product. The product is: [CH3:24][C@H:19]1[NH:20][C@@H:21]([CH3:23])[CH2:22][N:17]([C:15]2[CH:14]=[CH:13][C:12]([O:25][CH3:26])=[C:11]([NH:10][S:7]([C:5]3[S:6][C:2]([C:34]4[CH:33]=[CH:32][CH:31]=[C:30]([CH2:29][O:28][CH3:27])[CH:35]=4)=[CH:3][CH:4]=3)(=[O:9])=[O:8])[CH:16]=2)[CH2:18]1.